Dataset: Full USPTO retrosynthesis dataset with 1.9M reactions from patents (1976-2016). Task: Predict the reactants needed to synthesize the given product. (1) Given the product [Cl:36][C:35]([Cl:38])([Cl:37])[CH2:34][O:33][C:31](=[O:32])[NH:27][C:7]1[N:8]([C:10]2[CH:15]=[CH:14][C:13]([Cl:16])=[C:12]([O:17][CH2:18][CH2:19][O:20][CH:21]3[CH2:26][CH2:25][CH2:24][CH2:23][O:22]3)[CH:11]=2)[N:9]=[C:5]([C:1]([CH3:4])([CH3:2])[CH3:3])[CH:6]=1, predict the reactants needed to synthesize it. The reactants are: [C:1]([C:5]1[CH:6]=[C:7]([NH2:27])[N:8]([C:10]2[CH:15]=[CH:14][C:13]([Cl:16])=[C:12]([O:17][CH2:18][CH2:19][O:20][CH:21]3[CH2:26][CH2:25][CH2:24][CH2:23][O:22]3)[CH:11]=2)[N:9]=1)([CH3:4])([CH3:3])[CH3:2].[OH-].[Na+].Cl[C:31]([O:33][CH2:34][C:35]([Cl:38])([Cl:37])[Cl:36])=[O:32]. (2) The reactants are: B(Br)(Br)Br.C[O:6][C:7]1[CH:8]=[CH:9][C:10]2[C:11]3[CH:12]=[C:13]4[CH:24]=[CH:23][C:22]([O:25]C)=[CH:21][C:14]4=[C:15]([Cl:20])[C:16]=3[CH2:17][C:18]=2[CH:19]=1.C([O-])(O)=O.[Na+]. Given the product [OH:6][C:7]1[CH:8]=[CH:9][C:10]2[C:11]3[CH:12]=[C:13]4[CH:24]=[CH:23][C:22]([OH:25])=[CH:21][C:14]4=[C:15]([Cl:20])[C:16]=3[CH2:17][C:18]=2[CH:19]=1, predict the reactants needed to synthesize it.